From a dataset of Catalyst prediction with 721,799 reactions and 888 catalyst types from USPTO. Predict which catalyst facilitates the given reaction. (1) Reactant: C(NC(C)C)(C)C.C([Li])CCC.[CH2:13]([Si:15](Cl)([CH2:18][CH3:19])[CH2:16][CH3:17])[CH3:14].[CH2:21]([Si:23]([CH2:38][CH3:39])([CH2:36][CH3:37])[O:24][CH2:25][C:26]([O:28][Si:29]([CH2:34]C)([CH2:32]C)[CH2:30]C)=[O:27])[CH3:22]. Product: [CH2:13]([Si:15]([CH2:18][CH3:19])([CH2:16][CH3:17])[O:27][C:26]([O:28][Si:29]([CH3:34])([CH3:32])[CH3:30])=[CH:25][O:24][Si:23]([CH2:38][CH3:39])([CH2:21][CH3:22])[CH2:36][CH3:37])[CH3:14]. The catalyst class is: 1. (2) Reactant: [S:1]1[CH:5]=[CH:4][CH:3]=[C:2]1[C:6]1[N:11]2[N:12]=[N:13][N:14]=[C:10]2[C:9]([N:15]2[CH2:20][CH2:19][N:18](C(OC(C)(C)C)=O)[CH2:17][CH2:16]2)=[N:8][CH:7]=1.C1COCC1.[ClH:33]. Product: [ClH:33].[N:15]1([C:9]2[C:10]3[N:11]([N:12]=[N:13][N:14]=3)[C:6]([C:2]3[S:1][CH:5]=[CH:4][CH:3]=3)=[CH:7][N:8]=2)[CH2:16][CH2:17][NH:18][CH2:19][CH2:20]1. The catalyst class is: 100. (3) Reactant: Cl[C:2]1[CH:7]=C(Cl)[N:5]=[C:4]([C:9]2[CH:14]=[CH:13][CH:12]=[C:11]([Cl:15])[CH:10]=2)[N:3]=1.N1CC[O:19]CC1.[C:22](=[O:25])([O-])[O-].[K+].[K+]. Product: [Cl:15][C:11]1[CH:10]=[C:9]([C:4]2[N:3]=[C:2]([OH:19])[CH:7]=[C:22]([OH:25])[N:5]=2)[CH:14]=[CH:13][CH:12]=1. The catalyst class is: 11. (4) Reactant: CN1C=C(CN(C)C(C2N(C3C=CC(F)=CC=3)C(S)=NC=2)=O)C(C)=N1.[F:26][C:27]1[CH:32]=[CH:31][C:30]([N:33]2[C:37]([C:38]([O:40]CC)=[O:39])=[CH:36][N:35]=[C:34]2[CH2:43][CH2:44][C:45]2[C:50]([F:51])=[CH:49][CH:48]=[C:47]([F:52])[C:46]=2[F:53])=[CH:29][CH:28]=1.[OH-].[Li+].C1COCC1. Product: [F:26][C:27]1[CH:32]=[CH:31][C:30]([N:33]2[C:37]([C:38]([OH:40])=[O:39])=[CH:36][N:35]=[C:34]2[CH2:43][CH2:44][C:45]2[C:50]([F:51])=[CH:49][CH:48]=[C:47]([F:52])[C:46]=2[F:53])=[CH:29][CH:28]=1. The catalyst class is: 72. (5) Reactant: [N:1]1([C:6]2[CH:11]=[CH:10][C:9]([CH2:12][NH2:13])=[CH:8][CH:7]=2)[CH:5]=[CH:4][N:3]=[N:2]1.C(O)(C(F)(F)F)=O.[Cl:21][C:22]1[N:27]=[C:26](Cl)[C:25]([CH3:29])=[CH:24][N:23]=1.C(N(CC)CC)C. Product: [N:1]1([C:6]2[CH:7]=[CH:8][C:9]([CH2:12][NH:13][C:24]3[C:25]([CH3:29])=[CH:26][N:27]=[C:22]([Cl:21])[N:23]=3)=[CH:10][CH:11]=2)[CH:5]=[CH:4][N:3]=[N:2]1. The catalyst class is: 18. (6) Reactant: Br[C:2]1[CH:3]=[C:4]([CH:19]=[CH:20][C:21]=1[NH:22][C:23](=[O:28])[CH2:24][CH:25]([CH3:27])[CH3:26])[O:5][C:6]1[C:11]([Cl:12])=[CH:10][C:9]([CH2:13][C:14]([O:16]C)=[O:15])=[CH:8][C:7]=1[Cl:18].C(N)(C)C.C(=O)([O-])[O-].[K+].[K+].N1CCC[C@H]1C(O)=O. Product: [Cl:18][C:7]1[CH:8]=[C:9]([CH2:13][C:14]([OH:16])=[O:15])[CH:10]=[C:11]([Cl:12])[C:6]=1[O:5][C:4]1[CH:19]=[CH:20][C:21]2[N:22]=[C:23]([CH2:24][CH:25]([CH3:27])[CH3:26])[O:28][C:2]=2[CH:3]=1. The catalyst class is: 846. (7) Reactant: [CH3:1][C@@H:2]1[CH2:6][CH2:5][CH2:4][N:3]1[CH2:7][CH2:8][CH2:9][O:10][C:11]1[CH:16]=[CH:15][C:14]([C:17]2[CH:18]=[CH:19][C:20](=[O:23])[NH:21][N:22]=2)=[CH:13][CH:12]=1.Br[C:25]1[CH:30]=[CH:29][CH:28]=[CH:27][N:26]=1.C(=O)([O-])[O-].[K+].[K+].O. Product: [CH3:1][C@@H:2]1[CH2:6][CH2:5][CH2:4][N:3]1[CH2:7][CH2:8][CH2:9][O:10][C:11]1[CH:16]=[CH:15][C:14]([C:17]2[CH:18]=[CH:19][C:20](=[O:23])[N:21]([C:25]3[CH:30]=[CH:29][CH:28]=[CH:27][N:26]=3)[N:22]=2)=[CH:13][CH:12]=1. The catalyst class is: 590. (8) Reactant: [Cl:1][C:2]1[N:3]([S:18]([C:21]2[CH:26]=[CH:25][CH:24]=[CH:23][CH:22]=2)(=[O:20])=[O:19])[C:4]([C:12]2[CH:17]=[CH:16][CH:15]=[CH:14][CH:13]=2)=[CH:5][C:6]=1[C:7](OCC)=[O:8].[H-].C([Al+]CC(C)C)C(C)C.Cl. The catalyst class is: 207. Product: [Cl:1][C:2]1[N:3]([S:18]([C:21]2[CH:26]=[CH:25][CH:24]=[CH:23][CH:22]=2)(=[O:20])=[O:19])[C:4]([C:12]2[CH:13]=[CH:14][CH:15]=[CH:16][CH:17]=2)=[CH:5][C:6]=1[CH2:7][OH:8].